From a dataset of Reaction yield outcomes from USPTO patents with 853,638 reactions. Predict the reaction yield, written as a fraction of the theoretical maximum amount of product (1.0 means a 100% yield; for example, 0.34 means a 34% yield). (1) The reactants are [NH:1]1[C:5]2=[N:6][CH:7]=[CH:8][CH:9]=[C:4]2[C:3]([C:10]([OH:12])=[O:11])=[N:2]1.[CH3:13]O. The catalyst is OS(O)(=O)=O. The product is [NH:1]1[C:5]2=[N:6][CH:7]=[CH:8][CH:9]=[C:4]2[C:3]([C:10]([O:12][CH3:13])=[O:11])=[N:2]1. The yield is 0.900. (2) The reactants are [O:1]=[C:2]1[C:6]2([CH2:11][CH2:10][NH:9][CH2:8][CH2:7]2)[N:5]([C:12]2[CH:17]=[CH:16][CH:15]=[CH:14][CH:13]=2)[CH2:4][N:3]1[CH2:18][C:19]1[CH:20]=[C:21]([CH:29]=[CH:30][CH:31]=1)[C:22]([O:24][C:25]([CH3:28])([CH3:27])[CH3:26])=[O:23].C(=O)([O-])[O-].[K+].[K+].[I-].[Na+].Cl[CH2:41][CH2:42][CH2:43][C:44]1[C:52]2[C:47](=[CH:48][CH:49]=[CH:50][CH:51]=2)[NH:46][N:45]=1. The catalyst is CC(=O)CC. The product is [NH:46]1[C:47]2[C:52](=[CH:51][CH:50]=[CH:49][CH:48]=2)[C:44]([CH2:43][CH2:42][CH2:41][N:9]2[CH2:10][CH2:11][C:6]3([N:5]([C:12]4[CH:13]=[CH:14][CH:15]=[CH:16][CH:17]=4)[CH2:4][N:3]([CH2:18][C:19]4[CH:20]=[C:21]([CH:29]=[CH:30][CH:31]=4)[C:22]([O:24][C:25]([CH3:28])([CH3:26])[CH3:27])=[O:23])[C:2]3=[O:1])[CH2:7][CH2:8]2)=[N:45]1. The yield is 0.220. (3) The reactants are [NH2:1][C:2]1[CH:17]=[CH:16][C:15]([Cl:18])=[CH:14][C:3]=1[C:4]([NH:6][C:7]1[CH:12]=[CH:11][CH:10]=[CH:9][C:8]=1[Cl:13])=[O:5].[Cl:19][CH2:20][C:21](Cl)=O. The catalyst is C(O)(=O)C. The product is [Cl:18][C:15]1[CH:14]=[C:3]2[C:2](=[CH:17][CH:16]=1)[N:1]=[C:21]([CH2:20][Cl:19])[N:6]([C:7]1[CH:12]=[CH:11][CH:10]=[CH:9][C:8]=1[Cl:13])[C:4]2=[O:5]. The yield is 0.920. (4) The reactants are [Br:1][CH2:2][CH2:3][CH2:4][CH2:5][CH2:6][CH2:7][CH2:8][CH2:9][CH2:10][CH2:11][CH2:12][CH2:13][CH2:14][C:15]1[CH:16]=[N:17][CH:18]=[CH:19][CH:20]=1.[N:21]1[CH:26]=[C:25]([CH3:27])[CH:24]=[C:23]([CH3:28])[CH:22]=1. No catalyst specified. The product is [Br-:1].[CH3:28][C:23]1[CH:22]=[N+:21]([CH2:2][CH2:3][CH2:4][CH2:5][CH2:6][CH2:7][CH2:8][CH2:9][CH2:10][CH2:11][CH2:12][CH2:13][CH2:14][C:15]2[CH:16]=[N:17][CH:18]=[CH:19][CH:20]=2)[CH:26]=[C:25]([CH3:27])[CH:24]=1. The yield is 0.620. (5) The reactants are [NH2:1][C:2]1[N:6]([CH:7]2[CH2:12][CH2:11][CH2:10][N:9]([C:13]([O:15][CH2:16][C:17]3[CH:22]=[CH:21][CH:20]=[CH:19][CH:18]=3)=[O:14])[CH2:8]2)[N:5]=[C:4]([C:23]2[CH:24]=[N:25][C:26](Cl)=[CH:27][CH:28]=2)[C:3]=1[C:30]#[N:31].[C:32]1([OH:38])[CH:37]=[CH:36][CH:35]=[CH:34][CH:33]=1.C(=O)([O-])[O-].[K+].[K+]. The catalyst is CS(C)=O. The product is [NH2:1][C:2]1[N:6]([CH:7]2[CH2:12][CH2:11][CH2:10][N:9]([C:13]([O:15][CH2:16][C:17]3[CH:22]=[CH:21][CH:20]=[CH:19][CH:18]=3)=[O:14])[CH2:8]2)[N:5]=[C:4]([C:23]2[CH:24]=[N:25][C:26]([O:38][C:32]3[CH:37]=[CH:36][CH:35]=[CH:34][CH:33]=3)=[CH:27][CH:28]=2)[C:3]=1[C:30]#[N:31]. The yield is 0.390. (6) The reactants are Cl[S:2]([N:5]=[C:6]=[O:7])(=[O:4])=[O:3].[CH3:8][C:9]([OH:12])([CH3:11])[CH3:10].C(OC(NC(NS(Cl)(=O)=O)=O)=O)(C)(C)C.[C:28]1([C:34]2[S:38][CH:37]=[C:36]([NH:39][CH:40]([CH3:45])[C:41]([O:43][CH3:44])=[O:42])[CH:35]=2)[CH:33]=[CH:32][CH:31]=[CH:30][CH:29]=1.CCN(C(C)C)C(C)C. The catalyst is C(Cl)Cl. The product is [C:9]([O:12][C:6]([NH:5][S:2]([N:39]([C:36]1[CH:35]=[C:34]([C:28]2[CH:33]=[CH:32][CH:31]=[CH:30][CH:29]=2)[S:38][CH:37]=1)[CH:40]([CH3:45])[C:41]([O:43][CH3:44])=[O:42])(=[O:4])=[O:3])=[O:7])([CH3:11])([CH3:10])[CH3:8]. The yield is 0.770. (7) The reactants are [Cl:1][C:2]1[CH:3]=[CH:4][C:5]([O:15][CH2:16][C:17]2[CH:22]=[CH:21][C:20]([Br:23])=[CH:19][C:18]=2[F:24])=[C:6]([C:8](=O)[CH2:9][CH2:10][C:11](=O)[CH3:12])[CH:7]=1.[CH3:25][O:26][C:27](=[O:36])[C:28]1[CH:33]=[C:32]([NH2:34])[CH:31]=[C:30]([NH2:35])[CH:29]=1.CC1C=CC(S(O)(=O)=O)=CC=1. The catalyst is C(#N)C.C(Cl)Cl. The product is [CH3:25][O:26][C:27](=[O:36])[C:28]1[CH:29]=[C:30]([NH2:35])[CH:31]=[C:32]([N:34]2[C:11]([CH3:12])=[CH:10][CH:9]=[C:8]2[C:6]2[CH:7]=[C:2]([Cl:1])[CH:3]=[CH:4][C:5]=2[O:15][CH2:16][C:17]2[CH:22]=[CH:21][C:20]([Br:23])=[CH:19][C:18]=2[F:24])[CH:33]=1. The yield is 0.300. (8) The reactants are [Br:1][C:2]1[S:3][C:4]([CH2:7]Cl)=[CH:5][CH:6]=1.[CH2:9]([O:11][P:12]([O:16]CC)[O:13][CH2:14][CH3:15])[CH3:10]. No catalyst specified. The product is [CH2:9]([O:11][P:12]([CH2:7][C:4]1[S:3][C:2]([Br:1])=[CH:6][CH:5]=1)(=[O:16])[O:13][CH2:14][CH3:15])[CH3:10]. The yield is 0.903. (9) The reactants are [CH3:1][O:2][C:3]1[CH:4]=[C:5]2[C:10](=[CH:11][C:12]=1[O:13][CH3:14])[N:9]=[CH:8][CH:7]=[C:6]2[O:15][C:16]1[CH:22]=[CH:21][C:19]([NH2:20])=[C:18]([CH3:23])[C:17]=1[CH3:24].C1(C)C=CC=CC=1.C(N(CC)CC)C.ClC(Cl)(O[C:43](=[O:49])[O:44][C:45](Cl)(Cl)Cl)Cl.[CH3:51][O:52][C:53]1[CH:54]=[C:55]([CH:61]=[CH:62][CH:63]=1)[O:56][CH2:57][CH2:58]CO. The catalyst is C(Cl)Cl. The product is [CH3:1][O:2][C:3]1[CH:4]=[C:5]2[C:10](=[CH:11][C:12]=1[O:13][CH3:14])[N:9]=[CH:8][CH:7]=[C:6]2[O:15][C:16]1[CH:22]=[CH:21][C:19]([NH:20][C:43](=[O:49])[O:44][CH2:45][CH2:58][CH2:57][O:56][C:55]2[CH:61]=[CH:62][CH:63]=[C:53]([O:52][CH3:51])[CH:54]=2)=[C:18]([CH3:23])[C:17]=1[CH3:24]. The yield is 0.660.